This data is from Reaction yield outcomes from USPTO patents with 853,638 reactions. The task is: Predict the reaction yield, written as a fraction of the theoretical maximum amount of product (1.0 means a 100% yield; for example, 0.34 means a 34% yield). (1) The reactants are [Cl:1][C:2]1[CH:3]=[C:4]([C:8]2[C:13]([O:14][CH3:15])=[CH:12][CH:11]=[C:10]([CH2:16][C:17]3[CH:18]=[CH:19][C:20]([CH:23]([NH2:25])[CH3:24])=[N:21][CH:22]=3)[C:9]=2[F:26])[CH:5]=[CH:6][CH:7]=1.O1CCOCC1.[ClH:33]. The catalyst is C(OCC)C. The product is [ClH:1].[ClH:33].[Cl:1][C:2]1[CH:3]=[C:4]([C:8]2[C:13]([O:14][CH3:15])=[CH:12][CH:11]=[C:10]([CH2:16][C:17]3[CH:18]=[CH:19][C:20]([CH:23]([NH2:25])[CH3:24])=[N:21][CH:22]=3)[C:9]=2[F:26])[CH:5]=[CH:6][CH:7]=1. The yield is 0.710. (2) The reactants are [N:1]([C:4]1[CH:5]=[C:6]([CH:11]=[CH:12][CH:13]=1)[C:7]([O:9][CH3:10])=[O:8])=[C:2]=[S:3].[N+]([O-])(O)=O.[CH3:18][C:19]1[CH:23]=[C:22]([CH3:24])[N:21]([C:25]([NH2:27])=[NH:26])[N:20]=1.[OH-].[K+]. The yield is 0.610. The product is [CH3:18][C:19]1[CH:23]=[C:22]([CH3:24])[N:21]([C:25](=[NH:26])[NH:27][C:2](=[S:3])[NH:1][C:4]2[CH:5]=[C:6]([CH:11]=[CH:12][CH:13]=2)[C:7]([O:9][CH3:10])=[O:8])[N:20]=1. The catalyst is CN(C=O)C.C(OCC)(=O)C. (3) The reactants are [CH3:1][N:2]1[CH2:7][CH2:6][N:5]([C:8]2[CH:13]=[CH:12][C:11]([C:14]3[C:18]4[CH2:19][C:20]5[S:21][C:22]([C:25]6[CH:26]=[N:27][CH:28]=[CH:29][CH:30]=6)=[CH:23][C:24]=5[C:17]=4[N:16](COCC[Si](C)(C)C)[N:15]=3)=[CH:10][CH:9]=2)[CH2:4][CH2:3]1.[ClH:39]. The catalyst is CO. The product is [ClH:39].[CH3:1][N:2]1[CH2:3][CH2:4][N:5]([C:8]2[CH:9]=[CH:10][C:11]([C:14]3[C:18]4[CH2:19][C:20]5[S:21][C:22]([C:25]6[CH:26]=[N:27][CH:28]=[CH:29][CH:30]=6)=[CH:23][C:24]=5[C:17]=4[NH:16][N:15]=3)=[CH:12][CH:13]=2)[CH2:6][CH2:7]1. The yield is 0.550. (4) The catalyst is CO.CC#N. The reactants are [OH-].[Na+].C[O:4][C:5](=[O:16])[C:6]1[CH:11]=[CH:10][C:9](CN)=[C:8]([O:14][CH3:15])[CH:7]=1.Cl.CCN(CC)CC.C1C2C(COC(ON3C(=O)CCC3=O)=O)C3C(=CC=CC=3)C=2C=CC=1. The yield is 0.200. The product is [CH3:15][O:14][C:8]1[CH:7]=[C:6]([CH:11]=[CH:10][CH:9]=1)[C:5]([OH:16])=[O:4]. (5) The reactants are [F:1][C:2]1[CH:3]=[C:4]([C:29]2[C:30]([C:35]#[N:36])=[CH:31][CH:32]=[CH:33][CH:34]=2)[CH:5]=[CH:6][C:7]=1[CH2:8][C:9]1[C:10](=[O:28])[N:11]([C@H:21]2[CH2:26][CH2:25][C@H:24]([OH:27])[CH2:23][CH2:22]2)[C:12]2[N:13]([N:18]=[CH:19][N:20]=2)[C:14]=1[CH2:15][CH2:16][CH3:17].Br[CH:38]([CH3:46])[C:39]([O:41][C:42]([CH3:45])([CH3:44])[CH3:43])=[O:40].C1(C)C=CC=CC=1.[OH-].[Na+]. The catalyst is S([O-])(O)(=O)=O.C([N+](CCCC)(CCCC)CCCC)CCC.O. The product is [C:35]([C:30]1[CH:31]=[CH:32][CH:33]=[CH:34][C:29]=1[C:4]1[CH:5]=[CH:6][C:7]([CH2:8][C:9]2[C:10](=[O:28])[N:11]([C@H:21]3[CH2:26][CH2:25][C@H:24]([O:27][CH:38]([CH3:46])[C:39]([O:41][C:42]([CH3:45])([CH3:44])[CH3:43])=[O:40])[CH2:23][CH2:22]3)[C:12]3[N:13]([N:18]=[CH:19][N:20]=3)[C:14]=2[CH2:15][CH2:16][CH3:17])=[C:2]([F:1])[CH:3]=1)#[N:36]. The yield is 0.960. (6) The yield is 0.740. The reactants are Cl[C:2]1[C:7]2[C:8](=[O:22])[N:9]([CH2:11][C:12]3[CH:17]=[CH:16][C:15]([O:18][CH3:19])=[CH:14][C:13]=3[O:20][CH3:21])[CH2:10][C:6]=2[C:5]([F:23])=[C:4]([NH:24][C@H:25]2[CH2:30][CH2:29][CH2:28][CH2:27][C@H:26]2[NH:31][C:32](=[O:38])[O:33][C:34]([CH3:37])([CH3:36])[CH3:35])[N:3]=1.[CH3:39][N:40]1[CH:44]=[C:43](B2OC(C)(C)C(C)(C)O2)[CH:42]=[N:41]1. The product is [CH3:21][O:20][C:13]1[CH:14]=[C:15]([O:18][CH3:19])[CH:16]=[CH:17][C:12]=1[CH2:11][N:9]1[CH2:10][C:6]2[C:5]([F:23])=[C:4]([NH:24][C@H:25]3[CH2:30][CH2:29][CH2:28][CH2:27][C@H:26]3[NH:31][C:32](=[O:38])[O:33][C:34]([CH3:37])([CH3:36])[CH3:35])[N:3]=[C:2]([C:43]3[CH:42]=[N:41][N:40]([CH3:39])[CH:44]=3)[C:7]=2[C:8]1=[O:22]. The catalyst is O1CCOCC1.C([O-])([O-])=O.[Na+].[Na+].Cl[Pd](Cl)([P](C1C=CC=CC=1)(C1C=CC=CC=1)C1C=CC=CC=1)[P](C1C=CC=CC=1)(C1C=CC=CC=1)C1C=CC=CC=1.